From a dataset of Forward reaction prediction with 1.9M reactions from USPTO patents (1976-2016). Predict the product of the given reaction. (1) Given the reactants [ClH:1].[NH2:2][C@H:3]1[C@H:10]([OH:11])[C@@H:9]([OH:12])[C@H:8]([CH2:13][OH:14])[O:7][C@H:4]1[O:5]C, predict the reaction product. The product is: [ClH:1].[OH:5][CH:4]1[O:7][C@@H:8]([CH2:13][OH:14])[C@H:9]([OH:12])[C@@H:10]([OH:11])[C@@H:3]1[NH2:2]. (2) Given the reactants [OH:1][C:2]1[CH:12]=[CH:11][C:5]([C:6]([O:8][CH2:9][CH3:10])=[O:7])=[CH:4][C:3]=1I.[C:14]([Cu])#[N:15], predict the reaction product. The product is: [C:14]([C:3]1[CH:4]=[C:5]([CH:11]=[CH:12][C:2]=1[OH:1])[C:6]([O:8][CH2:9][CH3:10])=[O:7])#[N:15]. (3) Given the reactants [N:1]1([CH2:6][CH2:7][CH2:8][C:9]2[CH:10]=[C:11]3[C:15](=[CH:16][CH:17]=2)[NH:14][C:13]([CH2:18][OH:19])=[CH:12]3)[CH2:5][CH2:4][CH2:3][CH2:2]1, predict the reaction product. The product is: [N:1]1([CH2:6][CH2:7][CH2:8][C:9]2[CH:10]=[C:11]3[C:15](=[CH:16][CH:17]=2)[NH:14][C:13]([CH:18]=[O:19])=[CH:12]3)[CH2:5][CH2:4][CH2:3][CH2:2]1. (4) Given the reactants [C:1]([OH:16])(=[O:15])[CH2:2][CH2:3][CH2:4][CH2:5][CH2:6][CH2:7][CH2:8][CH2:9][CH2:10][CH2:11][CH2:12][CH2:13][CH3:14].CN(C1C=CC=CN=1)C.Cl.C(N=C=NCCCN(C)C)C.[CH3:38][C:39]([CH3:74])([CH3:73])/[CH:40]=[CH:41]/[C@H:42]1[O:47][C:46]([CH3:49])([CH3:48])[O:45][C@@H:44]([C@@H:50]([O:70][CH3:71])[C:51]([NH:53][C@H:54]2[CH2:60][CH2:59][C@@H:58](O)[CH2:57][N:56]([CH2:62][C:63]3[CH:64]=[N:65][CH:66]=[CH:67][CH:68]=3)[C:55]2=[O:69])=[O:52])[C@@H:43]1[OH:72], predict the reaction product. The product is: [CH3:38][C:39]([CH3:74])([CH3:73])/[CH:40]=[CH:41]/[C@H:42]1[O:47][C:46]([CH3:48])([CH3:49])[O:45][C@@H:44]([C@@H:50]([O:70][CH3:71])[C:51]([NH:53][C@@H:54]2[C:55](=[O:69])[N:56]([CH2:62][C:63]3[CH:64]=[N:65][CH:66]=[CH:67][CH:68]=3)[CH2:57][C@H:58]([O:15][C:1](=[O:16])[CH2:2][CH2:3][CH2:4][CH2:5][CH2:6][CH2:7][CH2:8][CH2:9][CH2:10][CH2:11][CH2:12][CH2:13][CH3:14])[CH2:59][CH2:60]2)=[O:52])[C@@H:43]1[OH:72].